This data is from Full USPTO retrosynthesis dataset with 1.9M reactions from patents (1976-2016). The task is: Predict the reactants needed to synthesize the given product. (1) The reactants are: [C:1]([O:5][C:6](=[O:50])[CH2:7][C@H:8]([NH:24][C:25]([C@@H:27]1[CH2:32][CH2:31][CH2:30][N:29]([C:33](=[O:49])[CH2:34][CH2:35][CH:36]2[CH2:41][CH2:40][N:39]([C:42]([O:44][C:45]([CH3:48])([CH3:47])[CH3:46])=[O:43])[CH2:38][CH2:37]2)[CH2:28]1)=[O:26])[C:9]1[CH:10]=[N:11][CH:12]=[C:13]([C:15]#[C:16][C:17]2[CH:22]=[CH:21][CH:20]=[C:19]([OH:23])[CH:18]=2)[CH:14]=1)([CH3:4])([CH3:3])[CH3:2]. Given the product [C:1]([O:5][C:6](=[O:50])[CH2:7][C@H:8]([NH:24][C:25]([C@@H:27]1[CH2:32][CH2:31][CH2:30][N:29]([C:33](=[O:49])[CH2:34][CH2:35][CH:36]2[CH2:41][CH2:40][N:39]([C:42]([O:44][C:45]([CH3:48])([CH3:47])[CH3:46])=[O:43])[CH2:38][CH2:37]2)[CH2:28]1)=[O:26])[C:9]1[CH:10]=[N:11][CH:12]=[C:13]([CH2:15][CH2:16][C:17]2[CH:22]=[CH:21][CH:20]=[C:19]([OH:23])[CH:18]=2)[CH:14]=1)([CH3:2])([CH3:4])[CH3:3], predict the reactants needed to synthesize it. (2) The reactants are: [F:1][C:2]1[CH:3]=[C:4]([N+:21]([O-])=O)[CH:5]=[CH:6][C:7]=1[N:8]1[CH2:12][CH2:11][C@@H:10]([NH:13][C:14]([O:16][C:17]([CH3:20])([CH3:19])[CH3:18])=[O:15])[CH2:9]1. Given the product [NH2:21][C:4]1[CH:5]=[CH:6][C:7]([N:8]2[CH2:12][CH2:11][C@@H:10]([NH:13][C:14]([O:16][C:17]([CH3:20])([CH3:19])[CH3:18])=[O:15])[CH2:9]2)=[C:2]([F:1])[CH:3]=1, predict the reactants needed to synthesize it. (3) Given the product [OH:1][C:2]1([CH:8]([C:23]2[CH:24]=[CH:25][C:26]([O:29][C:38]3[C:39]4[C:34](=[CH:33][CH:32]=[CH:31][CH:30]=4)[CH:35]=[CH:36][CH:37]=3)=[CH:27][CH:28]=2)[CH2:9][N:10]2[CH2:11][CH2:12][N:13]([C:16]([O:18][C:19]([CH3:20])([CH3:21])[CH3:22])=[O:17])[CH2:14][CH2:15]2)[CH2:7][CH2:6][CH2:5][CH2:4][CH2:3]1, predict the reactants needed to synthesize it. The reactants are: [OH:1][C:2]1([CH:8]([C:23]2[CH:28]=[CH:27][C:26]([OH:29])=[CH:25][CH:24]=2)[CH2:9][N:10]2[CH2:15][CH2:14][N:13]([C:16]([O:18][C:19]([CH3:22])([CH3:21])[CH3:20])=[O:17])[CH2:12][CH2:11]2)[CH2:7][CH2:6][CH2:5][CH2:4][CH2:3]1.[C:30]1(B(O)O)[C:39]2[C:34](=[CH:35][CH:36]=[CH:37][CH:38]=2)[CH:33]=[CH:32][CH:31]=1.C([O-])(=O)C.C(N(CC)CC)C. (4) Given the product [CH:27]([C:21]1[Se:20][C:19]([C:16]2[Se:15][C:14]([C:10]3[Se:9][CH:13]=[CH:12][CH:11]=3)=[CH:18][CH:17]=2)=[CH:23][CH:22]=1)=[O:28], predict the reactants needed to synthesize it. The reactants are: [Li+].CC([N-]C(C)C)C.[Se:9]1[CH:13]=[CH:12][CH:11]=[C:10]1[C:14]1[Se:15][C:16]([C:19]2[Se:20][CH:21]=[CH:22][CH:23]=2)=[CH:17][CH:18]=1.CN([CH:27]=[O:28])C. (5) The reactants are: [F:1][C:2]1[CH:3]=[C:4]([CH:7]=[C:8]([F:11])[C:9]=1[F:10])[CH:5]=[O:6].[CH3:12]CCCC.C(OCC)C. Given the product [F:1][C:2]1[CH:3]=[C:4]([CH:5]2[O:6][CH2:12]2)[CH:7]=[C:8]([F:11])[C:9]=1[F:10], predict the reactants needed to synthesize it.